From a dataset of Peptide-MHC class I binding affinity with 185,985 pairs from IEDB/IMGT. Regression. Given a peptide amino acid sequence and an MHC pseudo amino acid sequence, predict their binding affinity value. This is MHC class I binding data. (1) The peptide sequence is MVINGEQGT. The MHC is HLA-A69:01 with pseudo-sequence HLA-A69:01. The binding affinity (normalized) is 0.0847. (2) The peptide sequence is MKWGMEMRR. The MHC is HLA-B27:05 with pseudo-sequence HLA-B27:05. The binding affinity (normalized) is 0.324. (3) The peptide sequence is ITMYVAFEQ. The MHC is HLA-A29:02 with pseudo-sequence HLA-A29:02. The binding affinity (normalized) is 0.0847. (4) The peptide sequence is CNYSKYWYL. The MHC is HLA-A68:02 with pseudo-sequence HLA-A68:02. The binding affinity (normalized) is 0.229.